This data is from Full USPTO retrosynthesis dataset with 1.9M reactions from patents (1976-2016). The task is: Predict the reactants needed to synthesize the given product. (1) Given the product [CH3:25][CH:24]([CH3:26])[CH2:23][CH2:22][N:11]([CH2:10][C:2]1[N:3]([CH2:28][CH2:29][CH2:30][C:31]#[N:32])[C:4]2[CH:9]=[CH:8][CH:7]=[CH:6][C:5]=2[N:1]=1)[CH:12]1[C:21]2[N:20]=[CH:19][CH:18]=[CH:17][C:16]=2[CH2:15][CH2:14][CH2:13]1, predict the reactants needed to synthesize it. The reactants are: [NH:1]1[C:5]2[CH:6]=[CH:7][CH:8]=[CH:9][C:4]=2[N:3]=[C:2]1[CH2:10][N:11]([CH2:22][CH2:23][CH:24]([CH3:26])[CH3:25])[CH:12]1[C:21]2[N:20]=[CH:19][CH:18]=[CH:17][C:16]=2[CH2:15][CH2:14][CH2:13]1.Br[CH2:28][CH2:29][CH2:30][C:31]#[N:32].CN(CC1N(CC2C=NC=CC=2)C2C=CC=CC=2N=1)C1C2N=CC=CC=2CCC1. (2) Given the product [N+:1]([C:4]1[CH:9]=[C:8]([N+:10]([O-:12])=[O:11])[CH:7]=[CH:6][C:5]=1/[N:13]=[N:14]/[C:15]1[C:21]([O:22][CH2:23][CH:24]([CH2:29][CH3:30])[CH2:25][CH2:26][CH2:27][CH3:28])=[CH:20][C:18](/[N:19]=[N:81]/[C:66]2[CH:67]=[CH:68][C:63]([N:62]([CH2:52][CH2:53][CH2:54][CH2:55][CH2:56][CH2:57][CH2:58][CH2:59][CH2:60][CH3:61])[CH2:70][CH2:71][CH2:72][CH2:73][CH2:74][CH2:75][CH2:76][CH2:77][CH2:78][CH3:79])=[CH:64][C:65]=2[CH3:69])=[C:17]([O:31][CH2:32][CH:33]([CH2:38][CH3:39])[CH2:34][CH2:35][CH2:36][CH3:37])[CH:16]=1)([O-:3])=[O:2], predict the reactants needed to synthesize it. The reactants are: [N+:1]([C:4]1[CH:9]=[C:8]([N+:10]([O-:12])=[O:11])[CH:7]=[CH:6][C:5]=1[N:13]=[N:14][C:15]1[C:21]([O:22][CH2:23][CH:24]([CH2:29][CH3:30])[CH2:25][CH2:26][CH2:27][CH3:28])=[CH:20][C:18]([NH2:19])=[C:17]([O:31][CH2:32][CH:33]([CH2:38][CH3:39])[CH2:34][CH2:35][CH2:36][CH3:37])[CH:16]=1)([O-:3])=[O:2].N(OS(=O)(=O)O)=O.S(=O)(=O)(O)O.[CH2:52]([N:62]([CH2:70][CH2:71][CH2:72][CH2:73][CH2:74][CH2:75][CH2:76][CH2:77][CH2:78][CH3:79])[C:63]1[CH:68]=[CH:67][CH:66]=[C:65]([CH3:69])[CH:64]=1)[CH2:53][CH2:54][CH2:55][CH2:56][CH2:57][CH2:58][CH2:59][CH2:60][CH3:61].S(=O)(=O)(O)[NH2:81]. (3) Given the product [OH:2][C:3]1[CH:4]=[C:5]2[C:13](=[CH:14][CH:15]=1)[C:12]1[S:11][C:10]([C:16]#[N:17])=[N:9][C:8]=1[CH:7]=[CH:6]2, predict the reactants needed to synthesize it. The reactants are: C[O:2][C:3]1[CH:4]=[C:5]2[C:13](=[CH:14][CH:15]=1)[C:12]1[S:11][C:10]([C:16]#[N:17])=[N:9][C:8]=1[CH:7]=[CH:6]2. (4) Given the product [CH3:19][N:6]1[S:2](=[O:1])(=[O:18])[N:3]([C:7]2[CH:17]=[CH:16][C:10]([C:11]([O:13][CH2:14][CH3:15])=[O:12])=[CH:9][CH:8]=2)[CH2:4][CH2:5]1, predict the reactants needed to synthesize it. The reactants are: [O:1]=[S:2]1(=[O:18])[NH:6][CH2:5][CH2:4][N:3]1[C:7]1[CH:17]=[CH:16][C:10]([C:11]([O:13][CH2:14][CH3:15])=[O:12])=[CH:9][CH:8]=1.[CH3:19]I. (5) Given the product [NH2:15][C:12]1[CH:11]=[CH:10][CH:9]=[C:8]2[C:13]=1[CH2:14][N:6]([C@H:4]([CH3:5])[CH2:3][O:2][CH3:1])[C:7]2=[O:18], predict the reactants needed to synthesize it. The reactants are: [CH3:1][O:2][CH2:3][C@H:4]([N:6]1[CH2:14][C:13]2[C:8](=[CH:9][CH:10]=[CH:11][C:12]=2[N+:15]([O-])=O)[C:7]1=[O:18])[CH3:5].[H][H].